This data is from Full USPTO retrosynthesis dataset with 1.9M reactions from patents (1976-2016). The task is: Predict the reactants needed to synthesize the given product. (1) Given the product [CH3:28][N:29]1[CH2:42][CH2:41][C:32]2[N:33](/[C:2](=[C:3](/[C:5]3[CH:10]=[CH:9][N:8]=[CH:7][CH:6]=3)\[CH3:4])/[CH3:11])[C:34]3[CH:35]=[CH:36][C:37]([CH3:40])=[CH:38][C:39]=3[C:31]=2[CH2:30]1, predict the reactants needed to synthesize it. The reactants are: Br[C:2]([CH3:11])=[C:3]([C:5]1[CH:10]=[CH:9][N:8]=[CH:7][CH:6]=1)[CH3:4].P([O-])([O-])([O-])=O.[K+].[K+].[K+].N1CCC[C@H]1C(O)=O.[CH3:28][N:29]1[CH2:42][CH2:41][C:32]2[NH:33][C:34]3[CH:35]=[CH:36][C:37]([CH3:40])=[CH:38][C:39]=3[C:31]=2[CH2:30]1. (2) Given the product [C:29]([C:30]1[CH:35]=[CH:34][CH:33]=[CH:32][C:31]=1[CH2:36][C:37]([NH2:39])=[O:38])#[CH:28], predict the reactants needed to synthesize it. The reactants are: CCCC[N+](CCCC)(CCCC)CCCC.[F-].C1COCC1.C[Si]([C:28]#[C:29][C:30]1[CH:35]=[CH:34][CH:33]=[CH:32][C:31]=1[CH2:36][C:37]([NH2:39])=[O:38])(C)C.C(O)(=O)C.C([O-])(O)=O.[Na+]. (3) Given the product [OH:1][CH2:2][C@@H:3]1[CH2:7][CH2:6][CH2:5][N:4]1[C:8]1[N:13]=[C:12]([NH:14][CH2:15][C:16]2[CH:21]=[CH:20][C:19]([O:22][CH3:23])=[C:18]([Cl:24])[CH:17]=2)[C:11]([C:25]([CH2:26][CH2:27][O:30][CH3:29])=[O:28])=[CH:10][N:9]=1, predict the reactants needed to synthesize it. The reactants are: [OH:1][CH2:2][C@@H:3]1[CH2:7][CH2:6][CH2:5][N:4]1[C:8]1[N:13]=[C:12]([NH:14][CH2:15][C:16]2[CH:21]=[CH:20][C:19]([O:22][CH3:23])=[C:18]([Cl:24])[CH:17]=2)[C:11]([C:25](=[O:28])[CH:26]=[CH2:27])=[CH:10][N:9]=1.[CH3:29][OH:30]. (4) Given the product [Cl:23][C:21]1[CH:20]=[CH:19][C:18]([O:24][CH2:25][C:26]2[CH:27]=[CH:28][C:29]([F:32])=[CH:30][CH:31]=2)=[C:17]([C:12]2[N:11]([C:7]3[CH:6]=[C:5]([CH:10]=[CH:9][N:8]=3)[C:4]([OH:33])=[O:3])[C:15]([CH3:16])=[CH:14][CH:13]=2)[CH:22]=1, predict the reactants needed to synthesize it. The reactants are: C([O:3][C:4](=[O:33])[C:5]1[CH:10]=[CH:9][N:8]=[C:7]([N:11]2[C:15]([CH3:16])=[CH:14][CH:13]=[C:12]2[C:17]2[CH:22]=[C:21]([Cl:23])[CH:20]=[CH:19][C:18]=2[O:24][CH2:25][C:26]2[CH:31]=[CH:30][C:29]([F:32])=[CH:28][CH:27]=2)[CH:6]=1)C.C(O)C. (5) Given the product [CH3:36][C:10]1([CH2:9][OH:8])[S:16][CH2:15][CH2:14][N:13]2[C:17]([C:20]3([C:23]4[CH:28]=[CH:27][C:26]([C:29]5[C:30]([CH3:35])=[N:31][CH:32]=[CH:33][CH:34]=5)=[CH:25][CH:24]=4)[CH2:22][CH2:21]3)=[N:18][N:19]=[C:12]2[CH2:11]1, predict the reactants needed to synthesize it. The reactants are: [Si]([O:8][CH2:9][C:10]1([CH3:36])[S:16][CH2:15][CH2:14][N:13]2[C:17]([C:20]3([C:23]4[CH:28]=[CH:27][C:26]([C:29]5[C:30]([CH3:35])=[N:31][CH:32]=[CH:33][CH:34]=5)=[CH:25][CH:24]=4)[CH2:22][CH2:21]3)=[N:18][N:19]=[C:12]2[CH2:11]1)(C(C)(C)C)(C)C.Cl.